The task is: Predict the product of the given reaction.. This data is from Forward reaction prediction with 1.9M reactions from USPTO patents (1976-2016). (1) Given the reactants [CH2:1]([C@H:8]([CH2:12][C:13]([O:15]C(C)(C)C)=[O:14])[C:9]([OH:11])=O)[C:2]1[CH:7]=[CH:6][CH:5]=[CH:4]C=1.[Cl:20][C:21]1[CH:22]=[CH:23][C:24]([C:36]2[CH:37]=[N:38][C:39]([O:42][CH3:43])=[CH:40][CH:41]=2)=[C:25]([C:27]2[N:28]=[C:29]([NH:32][CH:33]3[CH2:35][CH2:34]3)[S:30][CH:31]=2)[CH:26]=1.COC1N=CC(B(O)O)=CC=1.[Br:55][C:56]1[CH:61]=[CH:60][C:59]([Cl:62])=[CH:58][C:57]=1[C:63]1[N:64]=[C:65]([NH:68][CH:69]2[CH2:71][CH2:70]2)[S:66][CH:67]=1, predict the reaction product. The product is: [Cl:20][C:21]1[CH:22]=[CH:23][C:24]([C:36]2[CH:37]=[N:38][C:39]([O:42][CH3:43])=[CH:40][CH:41]=2)=[C:25]([C:27]2[N:28]=[C:29]([N:32]([CH:33]3[CH2:35][CH2:34]3)[C:9](=[O:11])[C@H:8]([CH2:1][CH:2]3[CH2:7][CH2:6][CH2:5][CH2:4]3)[CH2:12][C:13]([OH:15])=[O:14])[S:30][CH:31]=2)[CH:26]=1.[Cl:20][C:21]1[CH:22]=[CH:23][C:24]([C:36]2[CH:37]=[N:38][C:39]([O:42][CH3:43])=[CH:40][CH:41]=2)=[C:25]([C:27]2[N:28]=[C:29]([NH:32][CH:33]3[CH2:35][CH2:34]3)[S:30][CH:31]=2)[CH:26]=1.[Br:55][C:56]1[CH:61]=[CH:60][C:59]([Cl:62])=[CH:58][C:57]=1[C:63]1[N:64]=[C:65]([NH:68][CH:69]2[CH2:71][CH2:70]2)[S:66][CH:67]=1. (2) Given the reactants FC(F)(C(F)(F)F)C(F)(F)C(F)(F)S(O[C:9]1[C:13]2[CH:14]=[N:15][CH:16]=[CH:17][C:12]=2[O:11][C:10]=1[C:18]([O:20][CH2:21][CH3:22])=[O:19])(=O)=O.[Br:32][C:33]1[C:39]([F:40])=[CH:38][C:36]([NH2:37])=[C:35]([F:41])[CH:34]=1.CC1(C)C2C(=C(P(C3C=CC=CC=3)C3C=CC=CC=3)C=CC=2)OC2C(P(C3C=CC=CC=3)C3C=CC=CC=3)=CC=CC1=2.C1CCN2C(=NCCC2)CC1, predict the reaction product. The product is: [Br:32][C:33]1[C:39]([F:40])=[CH:38][C:36]([NH:37][C:9]2[C:13]3[CH:14]=[N:15][CH:16]=[CH:17][C:12]=3[O:11][C:10]=2[C:18]([O:20][CH2:21][CH3:22])=[O:19])=[C:35]([F:41])[CH:34]=1. (3) Given the reactants [CH3:1][C:2]1[N:3]([C:23]2[CH:28]=[CH:27][CH:26]=[C:25]([C:29]([F:32])([F:31])[F:30])[CH:24]=2)[C:4](=[O:22])[C:5]([C:8]([NH:10][CH2:11][C:12]2[CH:17]=[CH:16][C:15]([S:18]([CH3:21])(=[O:20])=[O:19])=[CH:14][N:13]=2)=[O:9])=[N:6][CH:7]=1.[Br:33]N1C(=O)CCC1=O.O, predict the reaction product. The product is: [Br:33][C:7]1[N:6]=[C:5]([C:8]([NH:10][CH2:11][C:12]2[CH:17]=[CH:16][C:15]([S:18]([CH3:21])(=[O:20])=[O:19])=[CH:14][N:13]=2)=[O:9])[C:4](=[O:22])[N:3]([C:23]2[CH:28]=[CH:27][CH:26]=[C:25]([C:29]([F:30])([F:32])[F:31])[CH:24]=2)[C:2]=1[CH3:1]. (4) Given the reactants [CH3:1][O:2][C:3](=[O:16])[C:4]1[CH:12]=[C:11]([N+:13]([O-:15])=[O:14])[CH:10]=[C:6]([C:7]([O-])=[O:8])[CH:5]=1.S(Cl)(Cl)=O.[NH:21]1[CH:25]=[CH:24]N=N1.C(=O)([O-])[O-].[K+].[K+], predict the reaction product. The product is: [CH3:1][O:2][C:3](=[O:16])[C:4]1[CH:5]=[C:6]([C:7]2[O:8][CH:24]=[CH:25][N:21]=2)[CH:10]=[C:11]([N+:13]([O-:15])=[O:14])[CH:12]=1. (5) The product is: [CH2:10]([O:17][C:18]([NH:20]/[C:21](=[CH:1]\[C:2]1([CH3:8])[CH2:7][CH2:6][CH2:5][CH2:4][CH2:3]1)/[C:22]([O:24][CH3:25])=[O:23])=[O:19])[C:11]1[CH:12]=[CH:13][CH:14]=[CH:15][CH:16]=1. Given the reactants [CH3:1][C:2]1([CH:8]=O)[CH2:7][CH2:6][CH2:5][CH2:4][CH2:3]1.[CH2:10]([O:17][C:18]([NH:20][CH:21](P(OC)(OC)=O)[C:22]([O:24][CH3:25])=[O:23])=[O:19])[C:11]1[CH:16]=[CH:15][CH:14]=[CH:13][CH:12]=1.CN(C)C(N(C)C)=N, predict the reaction product. (6) Given the reactants [F:1][C:2]1[CH:7]=[CH:6][C:5]([S:8]([C:10]2[N:11]=[C:12]([NH:20][C:21]3[CH:25]=[C:24]([CH3:26])[N:23]([C:27]([O:29][C:30]([CH3:33])([CH3:32])[CH3:31])=[O:28])[N:22]=3)[C:13]3[C:18]([CH:19]=2)=[CH:17][CH:16]=[CH:15][CH:14]=3)=[O:9])=[CH:4][CH:3]=1.C1C=C(Cl)C=C(C(OO)=[O:42])C=1, predict the reaction product. The product is: [F:1][C:2]1[CH:7]=[CH:6][C:5]([S:8]([C:10]2[N:11]=[C:12]([NH:20][C:21]3[CH:25]=[C:24]([CH3:26])[N:23]([C:27]([O:29][C:30]([CH3:33])([CH3:32])[CH3:31])=[O:28])[N:22]=3)[C:13]3[C:18]([CH:19]=2)=[CH:17][CH:16]=[CH:15][CH:14]=3)(=[O:42])=[O:9])=[CH:4][CH:3]=1.